Dataset: Catalyst prediction with 721,799 reactions and 888 catalyst types from USPTO. Task: Predict which catalyst facilitates the given reaction. (1) Reactant: [C:1]([N:6]1[C@H:10]([C:11]2[CH:16]=[CH:15][CH:14]=[CH:13][CH:12]=2)[CH2:9][O:8][C:7]1=[O:17])(=[O:5])/[CH:2]=[CH:3]/[CH3:4].[CH2:18]([N:25](C[Si](C)(C)C)[CH2:26]OC)[C:19]1[CH:24]=[CH:23][CH:22]=[CH:21][CH:20]=1.[C:34](O)(C(F)(F)F)=O. Product: [CH2:18]([N:25]1[CH2:4][C@@H:3]([CH3:34])[C@H:2]([C:1]([N:6]2[C@H:10]([C:11]3[CH:12]=[CH:13][CH:14]=[CH:15][CH:16]=3)[CH2:9][O:8][C:7]2=[O:17])=[O:5])[CH2:26]1)[C:19]1[CH:24]=[CH:23][CH:22]=[CH:21][CH:20]=1.[CH2:18]([N:25]1[CH2:4][C@H:3]([CH3:34])[C@@H:2]([C:1]([N:6]2[C@H:10]([C:11]3[CH:12]=[CH:13][CH:14]=[CH:15][CH:16]=3)[CH2:9][O:8][C:7]2=[O:17])=[O:5])[CH2:26]1)[C:19]1[CH:24]=[CH:23][CH:22]=[CH:21][CH:20]=1. The catalyst class is: 308. (2) Reactant: Cl.[F:2][C:3]1([F:10])[CH2:8][CH2:7][CH:6]([NH2:9])[CH2:5][CH2:4]1.[C:11](Cl)(=[O:18])[O:12][CH2:13][C:14]([Cl:17])([Cl:16])[Cl:15].C(N(CC)CC)C. Product: [F:2][C:3]1([F:10])[CH2:8][CH2:7][CH:6]([NH:9][C:11](=[O:18])[O:12][CH2:13][C:14]([Cl:17])([Cl:16])[Cl:15])[CH2:5][CH2:4]1. The catalyst class is: 4. (3) Reactant: Br[C:2]1[C:3]([O:21][CH2:22][CH3:23])=[C:4]([CH:11]([NH:13][C:14](=[O:20])[O:15][C:16]([CH3:19])([CH3:18])[CH3:17])[CH3:12])[CH:5]=[C:6]([Cl:10])[C:7]=1[C:8]#[N:9].[CH3:24][N:25]([CH3:37])[C:26]([C:28]1[N:33]=[CH:32][C:31](B(O)O)=[CH:30][CH:29]=1)=[O:27].C(=O)([O-])[O-].[K+].[K+]. Product: [Cl:10][C:6]1[C:7]([C:8]#[N:9])=[C:2]([C:31]2[CH:32]=[N:33][C:28]([C:26]([N:25]([CH3:37])[CH3:24])=[O:27])=[CH:29][CH:30]=2)[C:3]([O:21][CH2:22][CH3:23])=[C:4]([CH:11]([NH:13][C:14](=[O:20])[O:15][C:16]([CH3:19])([CH3:18])[CH3:17])[CH3:12])[CH:5]=1. The catalyst class is: 70. (4) The catalyst class is: 70. Product: [Cl:32][C:33]1[CH:38]=[C:37]([C:39]([F:40])([F:41])[F:42])[CH:36]=[CH:35][C:34]=1[C:2]1[C:11]2[C:6](=[CH:7][C:8]([S:12]([NH:15][C:16]3[S:17][CH:18]=[CH:19][N:20]=3)(=[O:13])=[O:14])=[CH:9][CH:10]=2)[N:5]=[CH:4][N:3]=1. Reactant: Cl[C:2]1[C:11]2[C:6](=[CH:7][C:8]([S:12]([N:15](CC3C=CC(OC)=CC=3OC)[C:16]3[S:17][CH:18]=[CH:19][N:20]=3)(=[O:14])=[O:13])=[CH:9][CH:10]=2)[N:5]=[CH:4][N:3]=1.[Cl:32][C:33]1[CH:38]=[C:37]([C:39]([F:42])([F:41])[F:40])[CH:36]=[CH:35][C:34]=1B(O)O.C(=O)([O-])[O-].[K+].[K+].